From a dataset of Catalyst prediction with 721,799 reactions and 888 catalyst types from USPTO. Predict which catalyst facilitates the given reaction. (1) Reactant: C[O:2][C:3](=[O:25])[C:4]1[C:5](=[C:10]([NH:14][C:15]2[CH:24]=[CH:23][C:22]3[C:17](=[CH:18][CH:19]=[CH:20][CH:21]=3)[CH:16]=2)[CH:11]=[CH:12][CH:13]=1)[C:6]([O:8]C)=[O:7].[OH-].[Na+]. Product: [CH:16]1[C:17]2[C:22](=[CH:21][CH:20]=[CH:19][CH:18]=2)[CH:23]=[CH:24][C:15]=1[NH:14][C:10]1[CH:11]=[CH:12][CH:13]=[C:4]([C:3]([OH:25])=[O:2])[C:5]=1[C:6]([OH:8])=[O:7]. The catalyst class is: 8. (2) Reactant: C([O:8][CH2:9][CH2:10][C@@H:11]1[C@H:17]([N:18](CC2C=CC=CC=2)CC2C=CC=CC=2)[C:16](=[O:33])[NH:15][C:14]2[CH:34]=[C:35]([F:38])[CH:36]=[CH:37][C:13]=2[O:12]1)C1C=CC=CC=1. Product: [NH2:18][C@@H:17]1[C:16](=[O:33])[NH:15][C:14]2[CH:34]=[C:35]([F:38])[CH:36]=[CH:37][C:13]=2[O:12][C@@H:11]1[CH2:10][CH2:9][OH:8]. The catalyst class is: 19. (3) Reactant: CC(C)=O.OS(O)(=O)=O.O=[Cr](=O)=O.[CH3:14][C:15]1[CH:20]=[C:19]([CH3:21])[CH:18]=[C:17]([CH3:22])[C:16]=1[CH:23]1[C:27](=[O:28])[CH:26]=[CH:25][CH:24]1[OH:29].C(O)(C)C. Product: [CH3:14][C:15]1[CH:20]=[C:19]([CH3:21])[CH:18]=[C:17]([CH3:22])[C:16]=1[CH:23]1[C:24](=[O:29])[CH:25]=[CH:26][C:27]1=[O:28]. The catalyst class is: 372. (4) Reactant: C(C1C=CN=C(C(O)=[O:13])C=1)CC(C)C.C(C1C=CN=C(C(O)=O)C=1)CCCC.[CH2:29]([CH:31]([C:34]1[CH:39]=[CH:38][N:37]=[CH:36][CH:35]=1)[CH2:32][CH3:33])[CH3:30].OO. Product: [CH2:29]([CH:31]([C:34]1[CH:35]=[CH:36][N+:37]([O-:13])=[CH:38][CH:39]=1)[CH2:32][CH3:33])[CH3:30]. The catalyst class is: 699. (5) Reactant: [C:1]([NH:4][C:5]1[C:10]2[CH2:11][CH2:12][O:13][C:9]=2[C:8]([C:14]([NH2:16])=O)=[CH:7][CH:6]=1)(=[O:3])[CH3:2].N1C=CC=CC=1.FC(F)(F)C(OC(=O)C(F)(F)F)=O.O. Product: [C:14]([C:8]1[C:9]2[O:13][CH2:12][CH2:11][C:10]=2[C:5]([NH:4][C:1](=[O:3])[CH3:2])=[CH:6][CH:7]=1)#[N:16]. The catalyst class is: 1. (6) Reactant: [C:1]([N:5]1[C:13]2[CH:12]=[CH:11][NH:10][C:9](=[O:14])[C:8]=2[C:7]([NH:15]CC2C=CC(OC)=CC=2)=[N:6]1)([CH3:4])([CH3:3])[CH3:2].C([SiH](CC)CC)C. Product: [NH2:15][C:7]1[C:8]2[C:9](=[O:14])[NH:10][CH:11]=[CH:12][C:13]=2[N:5]([C:1]([CH3:4])([CH3:3])[CH3:2])[N:6]=1. The catalyst class is: 67. (7) Reactant: [F:1][C:2]1[CH:19]=[C:18]([N+:20]([O-:22])=[O:21])[CH:17]=[CH:16][C:3]=1[O:4][C:5]1[C:10]2=[C:11]([CH3:15])[C:12]([OH:14])=[CH:13][N:9]2[N:8]=[CH:7][N:6]=1.[O:23]1[CH2:28][CH2:27][N:26]([CH2:29][CH2:30]O)[CH2:25][CH2:24]1.C1C=CC(P(C2C=CC=CC=2)C2C=CC=CC=2)=CC=1.CC(OC(/N=N/C(OC(C)C)=O)=O)C. Product: [F:1][C:2]1[CH:19]=[C:18]([N+:20]([O-:22])=[O:21])[CH:17]=[CH:16][C:3]=1[O:4][C:5]1[C:10]2=[C:11]([CH3:15])[C:12]([O:14][CH2:30][CH2:29][N:26]3[CH2:27][CH2:28][O:23][CH2:24][CH2:25]3)=[CH:13][N:9]2[N:8]=[CH:7][N:6]=1. The catalyst class is: 1. (8) Reactant: [Cl:1][C:2]1[CH:7]=[CH:6][C:5]([OH:8])=[CH:4][C:3]=1[I:9].[Si:10](Cl)([C:13]([CH3:16])([CH3:15])[CH3:14])([CH3:12])[CH3:11].N1C=CN=C1.CCOC(C)=O. Product: [C:13]([Si:10]([O:8][C:5]1[CH:6]=[CH:7][C:2]([Cl:1])=[C:3]([I:9])[CH:4]=1)([CH3:12])[CH3:11])([CH3:16])([CH3:15])[CH3:14]. The catalyst class is: 504. (9) Reactant: [C:1]([C:5]1[C:6]([OH:32])=[C:7]([C:25]([CH3:31])=[C:26]([N+:28]([O-])=O)[CH:27]=1)[C:8]([NH:10][C:11]1[CH:16]=[CH:15][C:14]([S:17]([C:20]([F:23])([F:22])[F:21])(=[O:19])=[O:18])=[CH:13][C:12]=1[Cl:24])=[O:9])([CH3:4])([CH3:3])[CH3:2]. Product: [NH2:28][C:26]1[C:25]([CH3:31])=[C:7]([C:6]([OH:32])=[C:5]([C:1]([CH3:2])([CH3:3])[CH3:4])[CH:27]=1)[C:8]([NH:10][C:11]1[CH:16]=[CH:15][C:14]([S:17]([C:20]([F:23])([F:21])[F:22])(=[O:19])=[O:18])=[CH:13][C:12]=1[Cl:24])=[O:9]. The catalyst class is: 183. (10) Reactant: [F:1][C:2]1[CH:3]=[C:4]([CH2:18][CH2:19][C:20]([O:22][CH2:23][CH3:24])=[O:21])[CH:5]=[C:6]([F:17])[C:7]=1[O:8][CH2:9][C:10]1[CH:15]=[CH:14][CH:13]=[C:12]([OH:16])[CH:11]=1.[CH2:25](I)[CH:26]([CH3:28])[CH3:27].[H-].[Na+].O. Product: [F:1][C:2]1[CH:3]=[C:4]([CH2:18][CH2:19][C:20]([O:22][CH2:23][CH3:24])=[O:21])[CH:5]=[C:6]([F:17])[C:7]=1[O:8][CH2:9][C:10]1[CH:15]=[CH:14][CH:13]=[C:12]([O:16][CH2:25][CH:26]([CH3:28])[CH3:27])[CH:11]=1. The catalyst class is: 3.